The task is: Predict the product of the given reaction.. This data is from Forward reaction prediction with 1.9M reactions from USPTO patents (1976-2016). Given the reactants [CH3:1][C@:2]1([NH:35][C:36](=[O:42])[O:37][C:38]([CH3:41])([CH3:40])[CH3:39])[CH2:6][CH2:5][N:4]([C@@H:7]([C:12]2[CH:13]=[N:14][C:15]([NH:18]/[N:19]=[CH:20]/[C:21]3[CH:30]=[CH:29][C:28]4[C:23](=[C:24]([O:31][CH:32]([CH3:34])[CH3:33])[CH:25]=[CH:26][CH:27]=4)[N:22]=3)=[CH:16][CH:17]=2)[C:8]([F:11])([F:10])[F:9])[CH2:3]1.C(O)(=O)C.C(O)(=O)C.IC1C=CC=CC=1, predict the reaction product. The product is: [CH3:1][C@:2]1([NH:35][C:36](=[O:42])[O:37][C:38]([CH3:40])([CH3:39])[CH3:41])[CH2:6][CH2:5][N:4]([C@@H:7]([C:12]2[CH:17]=[CH:16][C:15]3[N:14]([C:20]([C:21]4[CH:30]=[CH:29][C:28]5[C:23](=[C:24]([O:31][CH:32]([CH3:34])[CH3:33])[CH:25]=[CH:26][CH:27]=5)[N:22]=4)=[N:19][N:18]=3)[CH:13]=2)[C:8]([F:11])([F:10])[F:9])[CH2:3]1.